Dataset: Forward reaction prediction with 1.9M reactions from USPTO patents (1976-2016). Task: Predict the product of the given reaction. (1) Given the reactants C([O:3][P:4]([CH2:9][C:10]([C:12]1[CH:17]=[CH:16][C:15]([OH:18])=[C:14]([CH2:19][C:20]2[CH:25]=[CH:24][C:23]([O:26][CH2:27][CH3:28])=[CH:22][CH:21]=2)[CH:13]=1)=[O:11])(=[O:8])[O:5]CC)C.Br[Si](C)(C)C.CO, predict the reaction product. The product is: [CH2:27]([O:26][C:23]1[CH:22]=[CH:21][C:20]([CH2:19][C:14]2[CH:13]=[C:12]([C:10](=[O:11])[CH2:9][P:4](=[O:3])([OH:5])[OH:8])[CH:17]=[CH:16][C:15]=2[OH:18])=[CH:25][CH:24]=1)[CH3:28]. (2) Given the reactants Cl.[CH:2]1([CH2:5][O:6][C:7]2[CH:12]=[C:11]([F:13])[C:10]([CH3:14])=[CH:9][C:8]=2[C:15]2[C:16]3[NH:23][C:22]([CH3:24])=[C:21]([C:25]([NH:27][C@@H:28]4[CH2:33][CH2:32][NH:31][CH2:30][C@H:29]4[OH:34])=[O:26])[C:17]=3[N:18]=[CH:19][N:20]=2)[CH2:4][CH2:3]1.[C:35](Cl)(=[O:37])[CH3:36], predict the reaction product. The product is: [C:35]([N:31]1[CH2:32][CH2:33][C@@H:28]([NH:27][C:25]([C:21]2[C:17]3[N:18]=[CH:19][N:20]=[C:15]([C:8]4[CH:9]=[C:10]([CH3:14])[C:11]([F:13])=[CH:12][C:7]=4[O:6][CH2:5][CH:2]4[CH2:4][CH2:3]4)[C:16]=3[NH:23][C:22]=2[CH3:24])=[O:26])[C@H:29]([OH:34])[CH2:30]1)(=[O:37])[CH3:36]. (3) Given the reactants O=C1C2C=CC=CC=2C(=O)[N:3]1[CH2:12][C@@H:13]([NH:21][C:22]([NH:24][NH:25][C:26]([C:28]1[CH:29]=[C:30]2[C:35](=[CH:36][CH:37]=1)[CH:34]=[N:33][CH:32]=[CH:31]2)=O)=[S:23])[CH2:14][C:15]1[CH:20]=[CH:19][CH:18]=[CH:17][CH:16]=1.N[C@@H](CC1C=CC=CC=1)CN1C(=O)C2C=CC=CC=2C1=O.Cl.C1C2C(=CC(C(NN)=O)=CC=2)C=CN=1, predict the reaction product. The product is: [NH2:3][CH2:12][C@@H:13]([NH:21][C:22]1[S:23][C:26]([C:28]2[CH:29]=[C:30]3[C:35](=[CH:36][CH:37]=2)[CH:34]=[N:33][CH:32]=[CH:31]3)=[N:25][N:24]=1)[CH2:14][C:15]1[CH:20]=[CH:19][CH:18]=[CH:17][CH:16]=1. (4) Given the reactants [O:1]1[CH2:6][CH2:5][N:4]([C:7]2[CH:12]=[C:11]3[NH:13][CH2:14][C:15]4([CH2:20][CH2:19][O:18][CH2:17][CH2:16]4)[C:10]3=[CH:9][CH:8]=2)[CH2:3][CH2:2]1.Cl[C:22]1[C:31]2[C:26](=[CH:27][C:28]([F:32])=[CH:29][CH:30]=2)[N:25]=[C:24]([C:33]2[C:34]([CH3:39])=[N:35][CH:36]=[CH:37][CH:38]=2)[C:23]=1[CH3:40].CC(C1C=C(C(C)C)C(C2C=CC=CC=2P(C2CCCCC2)C2CCCCC2)=C(C(C)C)C=1)C.CC(C)([O-])C.[Na+], predict the reaction product. The product is: [F:32][C:28]1[CH:27]=[C:26]2[C:31]([C:22]([N:13]3[C:11]4[C:10](=[CH:9][CH:8]=[C:7]([N:4]5[CH2:3][CH2:2][O:1][CH2:6][CH2:5]5)[CH:12]=4)[C:15]4([CH2:20][CH2:19][O:18][CH2:17][CH2:16]4)[CH2:14]3)=[C:23]([CH3:40])[C:24]([C:33]3[C:34]([CH3:39])=[N:35][CH:36]=[CH:37][CH:38]=3)=[N:25]2)=[CH:30][CH:29]=1. (5) The product is: [Cl:18][C:19]1[CH:20]=[CH:21][C:22]([OH:26])=[C:23]([CH:25]=1)[NH:24][C:2]1[CH:7]=[C:6]([C:8]([F:11])([F:10])[F:9])[N:5]=[C:4]([C:12]2[CH:13]=[N:14][CH:15]=[CH:16][CH:17]=2)[N:3]=1. Given the reactants Cl[C:2]1[CH:7]=[C:6]([C:8]([F:11])([F:10])[F:9])[N:5]=[C:4]([C:12]2[CH:13]=[N:14][CH:15]=[CH:16][CH:17]=2)[N:3]=1.[Cl:18][C:19]1[CH:20]=[CH:21][C:22]([OH:26])=[C:23]([CH:25]=1)[NH2:24], predict the reaction product. (6) The product is: [Cl:1][C:2]1[CH:3]=[C:4]2[C:9]3[CH:14]=[C:13]([Cl:15])[CH:12]=[CH:11][C:10]=3[O:16][C:5]2=[N:6][CH:7]=1. Given the reactants [Cl:1][C:2]1[CH:3]=[C:4]([C:9]2[CH:14]=[C:13]([Cl:15])[CH:12]=[CH:11][C:10]=2[O:16]C)[C:5](N)=[N:6][CH:7]=1.N(OC(C)(C)C)=O, predict the reaction product. (7) Given the reactants Br[C:2]1[CH:7]=[CH:6][C:5]([C:8]2([CH3:13])[O:12][CH2:11][CH2:10][O:9]2)=[CH:4][CH:3]=1.[Li]CCCC.[CH:19](N1CCCCC1)=[O:20].Cl, predict the reaction product. The product is: [CH:19]([C:2]1[CH:7]=[CH:6][C:5]([C:8]2([CH3:13])[O:12][CH2:11][CH2:10][O:9]2)=[CH:4][CH:3]=1)=[O:20].